The task is: Predict the reactants needed to synthesize the given product.. This data is from Full USPTO retrosynthesis dataset with 1.9M reactions from patents (1976-2016). (1) Given the product [CH3:1][C@@:2]12[C:10](=[O:11])[CH2:9][CH2:8][C@H:7]1[C@@H:6]1[CH2:12][CH:13]=[C:14]3[CH2:19][C@@H:18]([OH:20])[CH2:17][CH2:16][C@:15]3([CH3:21])[C@H:5]1[CH2:4][CH2:3]2.[OH:22][CH2:23][C:24]([C@H:26]([C@@H:28]([C@@H:30]([CH2:32][OH:33])[OH:31])[OH:29])[OH:27])=[O:25], predict the reactants needed to synthesize it. The reactants are: [CH3:1][C@@:2]12[C:10](=[O:11])[CH2:9][CH2:8][C@H:7]1[C@@H:6]1[CH2:12][CH:13]=[C:14]3[CH2:19][C@@H:18]([OH:20])[CH2:17][CH2:16][C@:15]3([CH3:21])[C@H:5]1[CH2:4][CH2:3]2.[OH:22][CH2:23][C:24]([C@H:26]([C@@H:28]([C@@H:30]([CH2:32][OH:33])[OH:31])[OH:29])[OH:27])=[O:25].C(O)[C@H]1O[C@](O)(CO)[C@@H](O)[C@@H]1O.OCC1(OC[C@@H](O)[C@@H](O)[C@@H]1O)O.OCC1(O[C@H](CO)[C@@H](O)[C@@H]1O)O. (2) Given the product [NH2:25][C:24](=[N:28][OH:29])[C:22]1[CH:21]=[C:20]([Cl:26])[N:19]=[C:18]([N:15]2[CH2:14][CH2:13][CH:12]([NH:11][C:9]([C:3]3[NH:4][C:5]([CH3:8])=[C:6]([Cl:7])[C:2]=3[Cl:1])=[O:10])[CH2:17][CH2:16]2)[CH:23]=1, predict the reactants needed to synthesize it. The reactants are: [Cl:1][C:2]1[C:6]([Cl:7])=[C:5]([CH3:8])[NH:4][C:3]=1[C:9]([NH:11][CH:12]1[CH2:17][CH2:16][N:15]([C:18]2[CH:23]=[C:22]([C:24]#[N:25])[CH:21]=[C:20]([Cl:26])[N:19]=2)[CH2:14][CH2:13]1)=[O:10].Cl.[NH2:28][OH:29]. (3) Given the product [CH3:1][S:2]([C:5]1[CH:6]=[CH:7][C:8]([C:11]23[CH2:18][CH2:17][C:14]([NH2:19])([CH2:15][CH2:16]2)[CH2:13][CH2:12]3)=[CH:9][CH:10]=1)(=[O:3])=[O:4], predict the reactants needed to synthesize it. The reactants are: [CH3:1][S:2]([C:5]1[CH:10]=[CH:9][C:8]([C:11]23[CH2:18][CH2:17][C:14]([NH:19]C(=O)OC(C)(C)C)([CH2:15][CH2:16]2)[CH2:13][CH2:12]3)=[CH:7][CH:6]=1)(=[O:4])=[O:3].FC(F)(F)C(O)=O. (4) Given the product [C:1]([O:4][C@@H:5]1[C@@H:18]([O:19][C:20](=[O:22])[CH3:21])[C@H:17]([O:23][C:24](=[O:26])[CH3:25])[CH2:16][S:15][C@H:6]1[O:7][C:8]1[CH:13]=[CH:12][CH:11]=[C:10]([C:34]2[C:29]([O:28][CH3:27])=[N:30][CH:31]=[CH:32][CH:33]=2)[CH:9]=1)(=[O:3])[CH3:2], predict the reactants needed to synthesize it. The reactants are: [C:1]([O:4][C@@H:5]1[C@@H:18]([O:19][C:20](=[O:22])[CH3:21])[C@H:17]([O:23][C:24](=[O:26])[CH3:25])[CH2:16][S:15][C@H:6]1[O:7][C:8]1[CH:13]=[CH:12][CH:11]=[C:10](I)[CH:9]=1)(=[O:3])[CH3:2].[CH3:27][O:28][C:29]1[C:34](B(O)O)=[CH:33][CH:32]=[CH:31][N:30]=1. (5) Given the product [F:21][C:17]1[CH:18]=[C:19]([F:20])[C:14]2[O:13][CH2:12][C:11](=[O:22])[N:10]([CH2:9][CH2:8][N:5]3[CH2:4][CH2:3][CH:2]([NH:1][CH2:34][C:32]4[CH:31]=[CH:30][C:27]5[O:28][CH2:29][C:24](=[O:23])[NH:25][C:26]=5[N:33]=4)[CH2:7][CH2:6]3)[C:15]=2[CH:16]=1, predict the reactants needed to synthesize it. The reactants are: [NH2:1][CH:2]1[CH2:7][CH2:6][N:5]([CH2:8][CH2:9][N:10]2[C:15]3[CH:16]=[C:17]([F:21])[CH:18]=[C:19]([F:20])[C:14]=3[O:13][CH2:12][C:11]2=[O:22])[CH2:4][CH2:3]1.[O:23]=[C:24]1[CH2:29][O:28][C:27]2[CH:30]=[CH:31][C:32]([CH:34]=O)=[N:33][C:26]=2[NH:25]1.C([BH3-])#N.[Na+]. (6) Given the product [Br:27][C:24]1[CH:25]=[CH:26][C:21]([NH:20][C:15]2[C:14]([NH:29][S:30]([C:33]3([CH2:36][CH:37]([OH:40])[CH2:38][OH:39])[CH2:34][CH2:35]3)(=[O:32])=[O:31])=[C:13]3[NH:9][CH2:10][CH2:11][N:12]3[C:17](=[O:18])[C:16]=2[CH3:19])=[C:22]([F:28])[CH:23]=1, predict the reactants needed to synthesize it. The reactants are: Cl.C(OC([N:9]1[C:13]2=[C:14]([NH:29][S:30]([C:33]3([CH2:36][CH:37]([OH:40])[CH2:38][OH:39])[CH2:35][CH2:34]3)(=[O:32])=[O:31])[C:15]([NH:20][C:21]3[CH:26]=[CH:25][C:24]([Br:27])=[CH:23][C:22]=3[F:28])=[C:16]([CH3:19])[C:17](=[O:18])[N:12]2[CH2:11][CH2:10]1)=O)(C)(C)C.CO. (7) Given the product [Br:1][C:2]1[C:6]2[CH:7]=[C:8]([CH2:11][O:12][C:14]3[CH:15]=[CH:16][C:17]([C:20]4([CH2:25][C:26]([O:28][CH2:29][CH3:30])=[O:27])[CH2:23][C:22](=[O:24])[CH2:21]4)=[CH:18][CH:19]=3)[CH:9]=[CH:10][C:5]=2[S:4][CH:3]=1, predict the reactants needed to synthesize it. The reactants are: [Br:1][C:2]1[C:6]2[CH:7]=[C:8]([CH2:11][OH:12])[CH:9]=[CH:10][C:5]=2[S:4][CH:3]=1.O[C:14]1[CH:19]=[CH:18][C:17]([C:20]2([CH2:25][C:26]([O:28][CH2:29][CH3:30])=[O:27])[CH2:23][C:22](=[O:24])[CH2:21]2)=[CH:16][CH:15]=1.C1COCC1. (8) The reactants are: [CH3:1][C:2]1[CH:10]=[C:9]2[C:5]([CH:6]=[CH:7][NH:8]2)=[CH:4][CH:3]=1.I[C:12]1[CH:17]=[CH:16][CH:15]=[CH:14][CH:13]=1. Given the product [CH3:1][C:2]1[CH:10]=[C:9]2[C:5]([CH:6]=[CH:7][N:8]2[C:12]2[CH:17]=[CH:16][CH:15]=[CH:14][CH:13]=2)=[CH:4][CH:3]=1, predict the reactants needed to synthesize it. (9) Given the product [CH2:1]([CH:9]([O:18][C:19]1[C:27]2[S:28][C:29]([Sn:55]([CH3:57])([CH3:56])[CH3:54])=[CH:30][C:26]=2[C:25]([O:31][CH:32]([CH2:33][CH2:34][CH2:35][CH2:36][CH2:37][CH2:38][CH2:39][CH3:40])[CH2:41][CH2:42][CH2:43][CH2:44][CH2:45][CH2:46][CH2:47][CH3:48])=[C:21]2[S:22][C:23]([Sn:55]([CH3:57])([CH3:56])[CH3:54])=[CH:24][C:20]=12)[CH2:10][CH2:11][CH2:12][CH2:13][CH2:14][CH2:15][CH2:16][CH3:17])[CH2:2][CH2:3][CH2:4][CH2:5][CH2:6][CH2:7][CH3:8], predict the reactants needed to synthesize it. The reactants are: [CH2:1]([CH:9]([O:18][C:19]1[C:27]2[S:28][CH:29]=[CH:30][C:26]=2[C:25]([O:31][CH:32]([CH2:41][CH2:42][CH2:43][CH2:44][CH2:45][CH2:46][CH2:47][CH3:48])[CH2:33][CH2:34][CH2:35][CH2:36][CH2:37][CH2:38][CH2:39][CH3:40])=[C:21]2[S:22][CH:23]=[CH:24][C:20]=12)[CH2:10][CH2:11][CH2:12][CH2:13][CH2:14][CH2:15][CH2:16][CH3:17])[CH2:2][CH2:3][CH2:4][CH2:5][CH2:6][CH2:7][CH3:8].C([Li])CCC.[CH3:54][Sn:55](Cl)([CH3:57])[CH3:56].